Dataset: Experimentally validated miRNA-target interactions with 360,000+ pairs, plus equal number of negative samples. Task: Binary Classification. Given a miRNA mature sequence and a target amino acid sequence, predict their likelihood of interaction. (1) The miRNA is hsa-miR-6832-3p with sequence ACCCUUUUUCUCUUUCCCAG. The protein sequence of the target gene is MWERLNCAAEDFYSRLLQKFNEEKKGIRKDPFLYEADVQVQLISKGQPNPLKNILNENDIVFIVEKVPLEKEETSHIEELQSEETAISDFSTGENVGPLALPVGKARQLIGLYTMAHNPNMTHLKINLPVTALPPLWVRCDSSDPEGTCWLGAELITTNNSITGIVLYVVSCKADKNYSVNLENLKNLHKKRHHLSTVTSKGFAQYELFKSSALDDTITASQTAIALDISWSPVDEILQIPPLSSTATLNIKVESGEPRGPLNHLYRELKFLLVLADGLRTGVTEWLEPLEAKSAVELVQ.... Result: 1 (interaction). (2) The miRNA is hsa-miR-5579-5p with sequence UAUGGUACUCCUUAAGCUAAC. The protein sequence of the target gene is MWERLNCAAEDFYSRLLQKFNEEKKGIRKDPFLYEADVQVQLISKGQPNPLKNILNENDIVFIVEKVPLEKEETSHIEELQSEETAISDFSTGENVGPLALPVGKARQLIGLYTMAHNPNMTHLKINLPVTALPPLWVRCDSSDPEGTCWLGAELITTNNSITGIVLYVVSCKADKNYSVNLENLKNLHKKRHHLSTVTSKGFAQYELFKSSALDDTITASQTAIALDISWSPVDEILQIPPLSSTATLNIKVESGEPRGPLNHLYRELKFLLVLADGLRTGVTEWLEPLEAKSAVELVQ.... Result: 0 (no interaction). (3) The protein sequence of the target gene is MGCIQSITCKARIRRENIVVYDVCATIDQCPTRIEETSPIVLRYKTPYFKASARVVMPPIPRHETWVVGWIQACNQMEFFNTYSDLGMSSWELPDLREGRVKAISDSDGVSYPWYGNTTETVTLVGPTNKISRFSVSMNDNFYPSVTWAVPVSDSNVPLLTRIKRDQSFTTWLVAMNTTTKEKIILQTIKWRMRVDIEVDPLQLLGQRARLVGRTQQEQPRILSRMEPIPPNALVKPNANDAQVLMWRPKRGPPLVVIPPK. The miRNA is mmu-miR-465b-3p with sequence GAUCAGGGCCUUUCUAAGUAGA. Result: 1 (interaction). (4) The miRNA is hsa-miR-8085 with sequence UGGGAGAGAGGACUGUGAGGC. The protein sequence of the target gene is MTKARLFRLWLVLGSVFMILLIIVYWDSAGAAHFYLHTSFSRPHTGPPLPTPGPDRDRELTADSDVDEFLDKFLSAGVKQSDLPRKETEQPPAPGSMEESVRGYDWSPRDARRSPDQGRQQAERRSVLRGFCANSSLAFPTKERAFDDIPNSELSHLIVDDRHGAIYCYVPKVACTNWKRVMIVLSGSLLHRGAPYRDPLRIPREHVHNASAHLTFNKFWRRYGKLSRHLMKVKLKKYTKFLFVRDPFVRLISAFRSKFELENEEFYRKFAVPMLRLYANHTSLPASAREAFRAGLKVSF.... Result: 1 (interaction). (5) The miRNA is hsa-miR-4524b-3p with sequence GAGACAGGUUCAUGCUGCUA. The protein sequence of the target gene is MDLPGDSSPPGQPRLCRQPLTRALWGARSPKRPRLQLPGAPSPLEKASRRVLAVVLEDVMAVHMVPVVPSKQTSIPQHHSYHQDPVHRQPPASPPRQAGWSSQARPPDPLCLCREPLSRIHRTSSTLRRRSRTTPGPEEGPSQKVDRAPQPTLVVMLEDIASPRPPAEGFIDETPNFIIPAQRAEPMRIVRQPTPPPGDLEPPFQPSALPADPLESPPTAPDPALELPSTPPPSSLLRPRLSPWGLAPLFRSVRSKLESFADIFLTPNKTPQPPPPSPPMKLELKIAISEAEQSGAAEGT.... Result: 0 (no interaction). (6) The miRNA is hsa-miR-7974 with sequence AGGCUGUGAUGCUCUCCUGAGCCC. The protein sequence of the target gene is MRGVGWQMLSLSLGLVLAILNKVAPQACPAQCSCSGSTVDCHGLALRSVPRNIPRNTERLDLNGNNITRITKTDFAGLRHLRVLQLMENKISTIERGAFQDLKELERLRLNRNHLQLFPELLFLGTAKLYRLDLSENQIQAIPRKAFRGAVDIKNLQLDYNQISCIEDGAFRALRDLEVLTLNNNNITRLSVASFNHMPKLRTFRLHSNNLYCDCHLAWLSDWLRQRPRVGLYTQCMGPSHLRGHNVAEVQKREFVCSGHQSFMAPSCSVLHCPAACTCSNNIVDCRGKGLTEIPTNLPE.... Result: 0 (no interaction).